From a dataset of Forward reaction prediction with 1.9M reactions from USPTO patents (1976-2016). Predict the product of the given reaction. (1) Given the reactants [CH2:1]([N:3]1[C:7]2=[N:8][C:9]([CH2:32][CH3:33])=[C:10]([CH2:19][NH:20][C:21]([C:23]3[N:28]=[C:27]([C:29](O)=[O:30])[CH:26]=[CH:25][CH:24]=3)=[O:22])[C:11]([NH:12][CH:13]3[CH2:18][CH2:17][O:16][CH2:15][CH2:14]3)=[C:6]2[CH:5]=[N:4]1)[CH3:2].[NH2:34][CH2:35][C:36]1[CH:37]=[C:38]([C:42]2[CH:47]=[CH:46][CH:45]=[C:44]([CH2:48][CH:49]3CCN(C(OC(C)(C)C)=O)CC3)[CH:43]=2)[CH:39]=[CH:40][CH:41]=1.CN(C(ON1N=NC2C=CC=CC1=2)=[N+](C)C)C.F[P-](F)(F)(F)(F)F.CC[N:88]([CH2:91][CH3:92])[CH2:89][CH3:90], predict the reaction product. The product is: [CH2:1]([N:3]1[C:7]2=[N:8][C:9]([CH2:32][CH3:33])=[C:10]([CH2:19][NH:20][C:21]([C:23]3[CH:24]=[CH:25][CH:26]=[C:27]([C:29]([NH:34][CH2:35][C:36]4[CH:37]=[C:38]([C:42]5[CH:47]=[CH:46][CH:45]=[C:44]([CH2:48][CH:49]6[CH2:90][CH2:89][NH:88][CH2:91][CH2:92]6)[CH:43]=5)[CH:39]=[CH:40][CH:41]=4)=[O:30])[N:28]=3)=[O:22])[C:11]([NH:12][CH:13]3[CH2:18][CH2:17][O:16][CH2:15][CH2:14]3)=[C:6]2[CH:5]=[N:4]1)[CH3:2]. (2) Given the reactants [Br-].[CH2:2]([N+:9]1[CH:14]=[C:13]([C:15]([O:17][CH3:18])=[O:16])[CH:12]=[CH:11][C:10]=1[CH3:19])[C:3]1[CH:8]=[CH:7][CH:6]=[CH:5][CH:4]=1.[BH4-].[Na+].C(OCC)(=O)C.[Cl-].[Na+].O, predict the reaction product. The product is: [CH2:2]([N:9]1[CH:10]([CH3:19])[CH2:11][CH:12]=[C:13]([C:15]([O:17][CH3:18])=[O:16])[CH2:14]1)[C:3]1[CH:4]=[CH:5][CH:6]=[CH:7][CH:8]=1. (3) Given the reactants C([O:5][C:6](=[O:43])[C:7]1[CH:12]=[CH:11][CH:10]=[C:9]([CH2:13][CH:14]([NH:28][C:29]([C:31]2[CH:32]=[C:33]3[C:38](=[CH:39][CH:40]=2)[N:37]=[CH:36][CH:35]=[N:34]3)=[O:30])[B:15]2[O:23]C3C(C)(C4CC(C3)C4(C)C)[O:16]2)[C:8]=1OC)(C)(C)C.B(Cl)(Cl)Cl, predict the reaction product. The product is: [OH:16][B:15]1[CH:14]([NH:28][C:29]([C:31]2[CH:32]=[C:33]3[C:38](=[CH:39][CH:40]=2)[N:37]=[CH:36][CH:35]=[N:34]3)=[O:30])[CH2:13][C:9]2[C:8](=[C:7]([C:6]([OH:5])=[O:43])[CH:12]=[CH:11][CH:10]=2)[O:23]1.